This data is from Peptide-MHC class II binding affinity with 134,281 pairs from IEDB. The task is: Regression. Given a peptide amino acid sequence and an MHC pseudo amino acid sequence, predict their binding affinity value. This is MHC class II binding data. (1) The peptide sequence is KASPVLAFPAGVCPT. The MHC is HLA-DPA10301-DPB10402 with pseudo-sequence HLA-DPA10301-DPB10402. The binding affinity (normalized) is 0.240. (2) The peptide sequence is LSADQISTVQASFDKVK. The MHC is DRB3_0202 with pseudo-sequence DRB3_0202. The binding affinity (normalized) is 0.0426. (3) The peptide sequence is SQDLELNWNLNGLQAY. The MHC is HLA-DQA10301-DQB10302 with pseudo-sequence HLA-DQA10301-DQB10302. The binding affinity (normalized) is 0.417. (4) The peptide sequence is FNILTGKKITAHLKR. The MHC is HLA-DQA10102-DQB10501 with pseudo-sequence HLA-DQA10102-DQB10501. The binding affinity (normalized) is 0.372. (5) The peptide sequence is ASAAIFGHDGTVWAQ. The MHC is DRB1_0701 with pseudo-sequence DRB1_0701. The binding affinity (normalized) is 0.330. (6) The peptide sequence is KRVVASLMRGLSSRK. The MHC is DRB3_0301 with pseudo-sequence DRB3_0301. The binding affinity (normalized) is 0.588. (7) The peptide sequence is EKKYFAATQFSPLAA. The MHC is HLA-DPA10201-DPB10101 with pseudo-sequence HLA-DPA10201-DPB10101. The binding affinity (normalized) is 0.970.